This data is from Reaction yield outcomes from USPTO patents with 853,638 reactions. The task is: Predict the reaction yield, written as a fraction of the theoretical maximum amount of product (1.0 means a 100% yield; for example, 0.34 means a 34% yield). The reactants are [Cl:1][C:2]1[CH:3]=[C:4]([CH:24]=[CH:25][C:26]=1[Cl:27])[CH2:5][CH:6]1[C:15]2[C:10](=[CH:11][CH:12]=[C:13]([O:16]C)[CH:14]=2)[CH2:9][CH2:8][CH:7]1[NH:18][C:19](=[O:23])[O:20][CH2:21][CH3:22].B(Br)(Br)Br. The catalyst is C(Cl)Cl. The product is [Cl:1][C:2]1[CH:3]=[C:4]([CH:24]=[CH:25][C:26]=1[Cl:27])[CH2:5][CH:6]1[C:15]2[C:10](=[CH:11][CH:12]=[C:13]([OH:16])[CH:14]=2)[CH2:9][CH2:8][CH:7]1[NH:18][C:19](=[O:23])[O:20][CH2:21][CH3:22]. The yield is 1.00.